Dataset: Experimentally validated miRNA-target interactions with 360,000+ pairs, plus equal number of negative samples. Task: Binary Classification. Given a miRNA mature sequence and a target amino acid sequence, predict their likelihood of interaction. (1) The miRNA is hsa-miR-4493 with sequence AGAAGGCCUUUCCAUCUCUGU. The protein sequence of the target gene is MAMEGYRGFLGLLVSALLVGFLSVIFVLIWVLHFREGLGWNGSGLEFNWHPVLAVTGFVFIQGIAIIVYRLPWTWKCSKLLMKSIHAGLNAVAAILAIISVVAVFEYHNVQKVPHMYSLHSWVGLTALILYIQQLVVGFFVFLLPWAPPSLRAIVMPIHVYSGLLLFGTVIATVLMGVTEKLFFVLKHPSYHSFPPEGVFTNTLGLLILVFGALIFWIVTRPQWKRPREPGSVPLQLNGGNAECRMEGAIAISSAHSMDAADPADAESSSEGAARKRTLGLADSGQRSTM. Result: 0 (no interaction). (2) The miRNA is hsa-miR-4263 with sequence AUUCUAAGUGCCUUGGCC. The protein sequence of the target gene is MPTETLQTGSMVKPVSPAGTFTSAVPLRILNKGPDYFRRQAEPNPKRLSAVERLEADKAKYVKSQEVINAKQEPVKPAVLAKPPVCPAAKRALGSPTLKVFGNHAKTESGVQRENLKLEILKNIINSSEGSSSGSGHKHSSRNWPPHRSEATDLHRHSFAESLKVYPTQGRRSPQEGGSHVGRRLLEQSAESFLHVSHSSSDIRKVTSVKPLKAIPCSSSAPPLPPKPKIAAIASMKSPEADPVEPACGVSRRPSLQRSKSDLSDRYFRVDADVERFFNYCGLDPEELENLGMENFARAN.... Result: 0 (no interaction). (3) The miRNA is hsa-miR-6808-5p with sequence CAGGCAGGGAGGUGGGACCAUG. The protein sequence of the target gene is MVNDRWKTMGGAAQLEDRPRDKPQRPSCGYVLCTVLLALAVLLAVAVTGAVLFLNHAHAPGTAPPPVVSTGAASANSALVTVERADSSHLSILIDPRCPDLTDSFARLESAQASVLQALTEHQAQPRLVGDQEQELLDTLADQLPRLLARASELQTECMGLRKGHGTLGQGLSALQSEQGRLIQLLSESQGHMAHLVNSVSDILDALQRDRGLGRPRNKADLQRAPARGTRPRGCATGSRPRDCLDVLLSGQQDDGVYSVFPTHYPAGFQVYCDMRTDGGGWTVFQRREDGSVNFFRGWD.... Result: 1 (interaction). (4) The miRNA is hsa-miR-3074-5p with sequence GUUCCUGCUGAACUGAGCCAG. The protein sequence of the target gene is MEPGDAARPGSGRATGAPPPRLLLLPLLLGWGLRVAAAASASSSGAAAEDSSAMEELATEKEAEESHRQDSVSLLTFILLLTLTILTIWLFKHRRVRFLHETGLAMIYGLIVGVILRYGTPATSGRDKSLSCTQEDRAFSTLLVNVSGKFFEYTLKGEISPGKINSVEQNDMLRKVTFDPEVFFNILLPPIIFHAGYSLKKRHFFRNLGSILAYAFLGTAVSCFIIGNLMYGVVKLMKIMGQLSDKFYYTDCLFFGAIISATDPVTVLAIFNELHADVDLYALLFGESVLNDAVAIVLSS.... Result: 0 (no interaction). (5) The miRNA is mmu-miR-345-3p with sequence CCUGAACUAGGGGUCUGGAGAC. The protein sequence of the target gene is MELEVRRVRQAFLSGRSRPLRFRLQQLEALRRMVQEREKDILTAIAADLCKSEFNVYSQEVITVLGEIDFMLENLPEWVTAKPVKKNVLTMLDEAYIQPQPLGVVLIIGAWNYPFVLTIQPLIGAIAAGNAVIIKPSELSENTAKILAKLLPQYLDQDLYIVINGGVEETTELLKQRFDHIFYTGNTAVGKIVMEAAAKHLTPVTLELGGKSPCYIDKDCDLDIVCRRITWGKYMNCGQTCIAPDYILCEASLQNQIVWKIKETVKEFYGENIKESPDYERIINLRHFKRILSLLEGQKI.... Result: 0 (no interaction). (6) The miRNA is mmu-miR-691 with sequence AUUCCUGAAGAGAGGCAGAAAA. The protein sequence of the target gene is MPGKPKHLGVPNGRMVLAVSDGELSSTTGPQGQGEGRGSSLSIHSLPSGPSSPFPTEEQPVASWALSFERLLQDPLGLAYFTEFLKKEFSAENVTFWKACERFQQIPASDTQQLAQEARNIYQEFLSSQALSPVNIDRQAWLGEEVLAEPRPDMFRAQQLQIFNLMKFDSYARFVKSPLYRECLLAEAEGRPLREPGSSRLGSPDATRKKPKLKPGKSLPLGVEELGQLPPVEGPGGRPLRKSFRRELGGTANAALRRESQGSLNSSASLDLGFLAFVSSKSESHRKSLGSTEGESESRP.... Result: 0 (no interaction).